Dataset: M1 muscarinic receptor agonist screen with 61,833 compounds. Task: Binary Classification. Given a drug SMILES string, predict its activity (active/inactive) in a high-throughput screening assay against a specified biological target. (1) The compound is Clc1c(n(nc1C(F)(F)F)CC(=O)NCCOC)C. The result is 0 (inactive). (2) The molecule is O=c1c2c(n(c(Nc3ccccc3)c1)c1nc(cc(n1)C)C)nc(=O)n(c2C)c1ccccc1. The result is 0 (inactive). (3) The molecule is Fc1c(C(=O)Nc2[nH]c3c(n2)cccc3)cccc1. The result is 0 (inactive). (4) The result is 0 (inactive). The molecule is Clc1ccc(CN(S(=O)(=O)C)CC(=O)NCCCOCC)cc1. (5) The molecule is O(C(=O)Nc1cc(Nc2ccccc2)ccc1)CC. The result is 0 (inactive).